Dataset: Peptide-MHC class I binding affinity with 185,985 pairs from IEDB/IMGT. Task: Regression. Given a peptide amino acid sequence and an MHC pseudo amino acid sequence, predict their binding affinity value. This is MHC class I binding data. (1) The peptide sequence is RFRCVGPAP. The MHC is HLA-B58:01 with pseudo-sequence HLA-B58:01. The binding affinity (normalized) is 0.0847. (2) The peptide sequence is HPVHAGPIA. The MHC is HLA-B18:01 with pseudo-sequence HLA-B18:01. The binding affinity (normalized) is 0. (3) The peptide sequence is RYGWSGAVF. The MHC is HLA-A30:01 with pseudo-sequence HLA-A30:01. The binding affinity (normalized) is 0.345. (4) The peptide sequence is KFRRFTQAI. The MHC is HLA-A02:11 with pseudo-sequence HLA-A02:11. The binding affinity (normalized) is 0.0847. (5) The peptide sequence is KVEKYLPEVI. The MHC is HLA-A02:03 with pseudo-sequence HLA-A02:03. The binding affinity (normalized) is 0.129. (6) The peptide sequence is FLLYILFLV. The MHC is HLA-A68:02 with pseudo-sequence HLA-A68:02. The binding affinity (normalized) is 0.182. (7) The peptide sequence is YVVSRRGDL. The MHC is HLA-A02:06 with pseudo-sequence HLA-A02:06. The binding affinity (normalized) is 0.357. (8) The peptide sequence is TLMFGFFGF. The MHC is HLA-A24:02 with pseudo-sequence HLA-A24:02. The binding affinity (normalized) is 0.213.